This data is from Forward reaction prediction with 1.9M reactions from USPTO patents (1976-2016). The task is: Predict the product of the given reaction. Given the reactants [CH2:1]([N:8]([CH2:16][C@@H:17]1[CH2:21][CH2:20][C:19](=[O:22])[NH:18]1)[CH2:9][CH2:10]OS(C)(=O)=O)[C:2]1[CH:7]=[CH:6][CH:5]=[CH:4][CH:3]=1.[H-].[Na+], predict the reaction product. The product is: [CH2:1]([N:8]1[CH2:9][CH2:10][N:18]2[C:19](=[O:22])[CH2:20][CH2:21][C@H:17]2[CH2:16]1)[C:2]1[CH:7]=[CH:6][CH:5]=[CH:4][CH:3]=1.